From a dataset of Retrosynthesis with 50K atom-mapped reactions and 10 reaction types from USPTO. Predict the reactants needed to synthesize the given product. (1) Given the product NCc1cc(Br)cc(NC(=O)OCc2ccccc2)c1, predict the reactants needed to synthesize it. The reactants are: N#Cc1cc(Br)cc(NC(=O)OCc2ccccc2)c1. (2) Given the product NCCCN1CCC(Nc2nccc(-c3cc4ccccc4s3)n2)CC1, predict the reactants needed to synthesize it. The reactants are: N#CCCN1CCC(Nc2nccc(-c3cc4ccccc4s3)n2)CC1. (3) Given the product CCOC(=O)C(C)(Cc1ccc(Oc2cc(N3CCN(Cc4ccccc4)CC3)nc(NCc3ccccc3)n2)cc1)Oc1ccccc1, predict the reactants needed to synthesize it. The reactants are: CCOC(=O)C(C)(Cc1ccc(Oc2cc(Cl)nc(NCc3ccccc3)n2)cc1)Oc1ccccc1.c1ccc(CN2CCNCC2)cc1. (4) Given the product COC[C@H](O)CC(=O)OC, predict the reactants needed to synthesize it. The reactants are: COCC(=O)CC(=O)OC. (5) Given the product COC(=O)c1cc(-c2ccnc(NC3CCCCC3)c2)nc(N2CCN(C(=O)OC(C)(C)C)CC2)c1, predict the reactants needed to synthesize it. The reactants are: COC(=O)c1cc(-c2ccnc(Cl)c2)nc(N2CCN(C(=O)OC(C)(C)C)CC2)c1.NC1CCCCC1. (6) Given the product COC(=O)Cc1ccc(F)cc1, predict the reactants needed to synthesize it. The reactants are: CCOC(C)=O.O=C(O)Cc1ccc(F)cc1. (7) The reactants are: COC(=O)c1cc(I)cc(C#N)c1. Given the product N#Cc1cc(I)cc(C(=O)O)c1, predict the reactants needed to synthesize it. (8) Given the product Cc1cnc(C)n2nc(/C=C/c3nc(N4CCC4)nn3C)nc12, predict the reactants needed to synthesize it. The reactants are: C1CNC1.Cc1cnc(C)n2nc(/C=C/c3nc(Br)nn3C)nc12. (9) Given the product NC1(n2cnnn2)N=C(Cc2ccccc2)C([N+](=O)[O-])=CN1, predict the reactants needed to synthesize it. The reactants are: NC1(Cl)N=C(Cc2ccccc2)C([N+](=O)[O-])=CN1.c1nnn[nH]1.